Dataset: Full USPTO retrosynthesis dataset with 1.9M reactions from patents (1976-2016). Task: Predict the reactants needed to synthesize the given product. Given the product [C:1]1([C:26]2[CH:27]=[C:14]([C:11]3[CH:12]=[CH:13][CH:8]=[CH:9][CH:10]=3)[C:15]3[C:24](=[C:23]4[C:18](=[CH:17][CH:16]=3)[C:19]([C:28]3[CH:29]=[CH:30][CH:31]=[CH:32][CH:33]=3)=[CH:20][CH:21]=[N:22]4)[N:25]=2)[CH:6]=[CH:5][CH:4]=[CH:3][CH:2]=1, predict the reactants needed to synthesize it. The reactants are: [C:1]1([Li])[CH:6]=[CH:5][CH:4]=[CH:3][CH:2]=1.[CH:8]1[CH:13]=[CH:12][C:11]([C:14]2[CH:27]=[CH:26][N:25]=[C:24]3[C:15]=2[CH:16]=[CH:17][C:18]2[C:23]3=[N:22][CH:21]=[CH:20][C:19]=2[C:28]2[CH:33]=[CH:32][CH:31]=[CH:30][CH:29]=2)=[CH:10][CH:9]=1.